This data is from Catalyst prediction with 721,799 reactions and 888 catalyst types from USPTO. The task is: Predict which catalyst facilitates the given reaction. Reactant: [NH2:1][C@@H:2]([C:5]([OH:7])=[O:6])[CH2:3][OH:4].[CH:8]1([C:14]([O:16][CH:17]([O:21][C:22](ON2C(=O)CCC2=O)=[O:23])[CH:18]([CH3:20])[CH3:19])=[O:15])[CH2:13][CH2:12][CH2:11][CH2:10][CH2:9]1. Product: [CH:8]1([C:14]([O:16][CH:17]([O:21][C:22]([NH:1][CH:2]([CH2:3][OH:4])[C:5]([OH:7])=[O:6])=[O:23])[CH:18]([CH3:19])[CH3:20])=[O:15])[CH2:9][CH2:10][CH2:11][CH2:12][CH2:13]1. The catalyst class is: 47.